This data is from Forward reaction prediction with 1.9M reactions from USPTO patents (1976-2016). The task is: Predict the product of the given reaction. (1) Given the reactants [BH-](OC(C)=O)(OC(C)=O)OC(C)=O.[Na+].[CH:15]([C:17]1[C:22]([O:23][CH3:24])=[CH:21][C:20]([C:25]([F:28])([F:27])[F:26])=[CH:19][C:18]=1[C:29]1[CH:30]=[CH:31][C:32]([C:35]([NH:37][CH2:38][CH2:39][C:40]([O:42][CH2:43][CH3:44])=[O:41])=[O:36])=[N:33][CH:34]=1)=O.[Cl:45][C:46]1[CH:51]=[C:50]([NH2:52])[CH:49]=[CH:48][C:47]=1[C:53]1[CH:58]=[CH:57][C:56]([C:59]([F:62])([F:61])[F:60])=[CH:55][CH:54]=1.CC(O)=O, predict the reaction product. The product is: [Cl:45][C:46]1[CH:51]=[C:50]([NH:52][CH2:15][C:17]2[C:22]([O:23][CH3:24])=[CH:21][C:20]([C:25]([F:28])([F:27])[F:26])=[CH:19][C:18]=2[C:29]2[CH:30]=[CH:31][C:32]([C:35]([NH:37][CH2:38][CH2:39][C:40]([O:42][CH2:43][CH3:44])=[O:41])=[O:36])=[N:33][CH:34]=2)[CH:49]=[CH:48][C:47]=1[C:53]1[CH:58]=[CH:57][C:56]([C:59]([F:60])([F:61])[F:62])=[CH:55][CH:54]=1. (2) Given the reactants [Cl:1][C:2]1[CH:3]=[C:4]([OH:9])[CH:5]=[CH:6][C:7]=1[Cl:8].[NH2:10][C:11]1[CH:16]=[CH:15][CH:14]=[CH:13][N:12]=1.[CH2:17]1[CH2:21][O:20][CH2:19][CH2:18]1, predict the reaction product. The product is: [Cl:1][C:2]1[CH:3]=[CH:21][C:17]([CH:18]([O:9][C:4]2[CH:5]=[CH:6][C:7]([Cl:8])=[C:2]([Cl:1])[CH:3]=2)[C:19]([NH:10][C:11]2[CH:16]=[CH:15][CH:14]=[CH:13][N:12]=2)=[O:20])=[CH:6][CH:7]=1. (3) Given the reactants C(OC([N:8]1[CH2:13][CH2:12][N:11]([C:14]2[CH:19]=[C:18]([CH3:20])[C:17]([CH3:21])=[CH:16][C:15]=2[CH3:22])[CH2:10][CH2:9]1)=O)(C)(C)C.Cl.O1CCOCC1.C(OCC)C, predict the reaction product. The product is: [CH3:22][C:15]1[CH:16]=[C:17]([CH3:21])[C:18]([CH3:20])=[CH:19][C:14]=1[N:11]1[CH2:10][CH2:9][NH:8][CH2:13][CH2:12]1.